The task is: Predict which catalyst facilitates the given reaction.. This data is from Catalyst prediction with 721,799 reactions and 888 catalyst types from USPTO. (1) Reactant: [Cl:1][C:2]1[CH:8]=[CH:7][C:6]([SH:9])=[CH:5][C:3]=1[NH2:4].[CH2:10](Br)[C:11]1[CH:16]=[CH:15][CH:14]=[CH:13][CH:12]=1.C(=O)([O-])[O-].[K+].[K+].O. Product: [CH2:10]([S:9][C:6]1[CH:7]=[CH:8][C:2]([Cl:1])=[C:3]([CH:5]=1)[NH2:4])[C:11]1[CH:16]=[CH:15][CH:14]=[CH:13][CH:12]=1. The catalyst class is: 9. (2) Reactant: [CH2:1]([O:8][C:9]1[CH:17]=[CH:16][C:12]([C:13]([OH:15])=[O:14])=[C:11]([CH:18]([CH3:20])[CH3:19])[CH:10]=1)[C:2]1[CH:7]=[CH:6][CH:5]=[CH:4][CH:3]=1.[CH2:21](I)[CH3:22].C(=O)([O-])[O-].[K+].[K+]. Product: [CH2:1]([O:8][C:9]1[CH:17]=[CH:16][C:12]([C:13]([O:15][CH2:21][CH3:22])=[O:14])=[C:11]([CH:18]([CH3:20])[CH3:19])[CH:10]=1)[C:2]1[CH:3]=[CH:4][CH:5]=[CH:6][CH:7]=1. The catalyst class is: 9. (3) Reactant: C[Si]([N-][Si](C)(C)C)(C)C.[Na+].[CH2:11]([OH:14])[CH2:12][CH3:13].[Cl:15][C:16]1[N:21]=[C:20](Cl)[C:19]([C:23]([NH:25][CH:26]2[CH:33]3[CH2:34][CH:29]4[CH2:30][C:31]([OH:36])([CH2:35][CH:27]2[CH2:28]4)[CH2:32]3)=[O:24])=[CH:18][N:17]=1. Product: [Cl:15][C:16]1[N:21]=[C:20]([O:14][CH2:11][CH2:12][CH3:13])[C:19]([C:23]([NH:25][CH:26]2[CH:33]3[CH2:34][CH:29]4[CH2:30][C:31]([OH:36])([CH2:35][CH:27]2[CH2:28]4)[CH2:32]3)=[O:24])=[CH:18][N:17]=1. The catalyst class is: 49.